From a dataset of Full USPTO retrosynthesis dataset with 1.9M reactions from patents (1976-2016). Predict the reactants needed to synthesize the given product. (1) Given the product [ClH:41].[F:24][C:15]1[C:14]([CH2:25][NH:26][CH3:27])=[CH:13][N:12]([S:9]([C:5]2[CH:4]=[C:3]([CH:8]=[CH:7][CH:6]=2)[C:1]#[N:2])(=[O:11])=[O:10])[C:16]=1[C:17]1[C:18]([F:23])=[N:19][CH:20]=[CH:21][CH:22]=1, predict the reactants needed to synthesize it. The reactants are: [C:1]([C:3]1[CH:4]=[C:5]([S:9]([N:12]2[C:16]([C:17]3[C:18]([F:23])=[N:19][CH:20]=[CH:21][CH:22]=3)=[C:15]([F:24])[C:14]([CH2:25][N:26](C)[C:27](=O)OC(C)(C)C)=[CH:13]2)(=[O:11])=[O:10])[CH:6]=[CH:7][CH:8]=1)#[N:2].C(OCC)(=O)C.[ClH:41]. (2) Given the product [CH3:22][C:8]1[C:9](=[O:21])[N:10]([C:13]([C:15]2[CH:20]=[CH:19][CH:18]=[CH:17][CH:16]=2)=[O:14])[C:11](=[O:12])[N:6]([CH2:5][CH2:4][CH:3]=[O:2])[N:7]=1, predict the reactants needed to synthesize it. The reactants are: C[O:2][CH:3](OC)[CH2:4][CH2:5][N:6]1[C:11](=[O:12])[N:10]([C:13]([C:15]2[CH:20]=[CH:19][CH:18]=[CH:17][CH:16]=2)=[O:14])[C:9](=[O:21])[C:8]([CH3:22])=[N:7]1.Cl. (3) Given the product [C:1]1([S:7]([N:10]2[C:14]3=[N:15][CH:16]=[C:17]([F:19])[CH:18]=[C:13]3[CH:12]=[C:11]2[C:20](=[O:28])[CH2:21][CH:22]2[CH2:23][CH2:24][O:25][CH2:26][CH2:27]2)(=[O:9])=[O:8])[CH:2]=[CH:3][CH:4]=[CH:5][CH:6]=1, predict the reactants needed to synthesize it. The reactants are: [C:1]1([S:7]([N:10]2[C:14]3=[N:15][CH:16]=[C:17]([F:19])[CH:18]=[C:13]3[CH:12]=[C:11]2[CH:20]([OH:28])[CH2:21][CH:22]2[CH2:27][CH2:26][O:25][CH2:24][CH2:23]2)(=[O:9])=[O:8])[CH:6]=[CH:5][CH:4]=[CH:3][CH:2]=1.CC(OI1(OC(C)=O)(OC(C)=O)OC(=O)C2C=CC=CC1=2)=O. (4) Given the product [Cl:19][C:13]1[CH:14]=[CH:15][CH:16]=[C:17]([Cl:18])[C:12]=1[C:11]1[C:5]2[O:4][C@@H:3]([CH2:2][N:22]([CH3:23])[CH3:21])[CH2:7][C:6]=2[CH:8]=[C:9]([F:20])[CH:10]=1, predict the reactants needed to synthesize it. The reactants are: Br[CH2:2][C@H:3]1[CH2:7][C:6]2[CH:8]=[C:9]([F:20])[CH:10]=[C:11]([C:12]3[C:17]([Cl:18])=[CH:16][CH:15]=[CH:14][C:13]=3[Cl:19])[C:5]=2[O:4]1.[CH3:21][NH:22][CH3:23].